This data is from Catalyst prediction with 721,799 reactions and 888 catalyst types from USPTO. The task is: Predict which catalyst facilitates the given reaction. (1) Reactant: [N+:1]([C:4]1[C:12]([NH2:13])=[CH:11][C:7]2[CH2:8][CH2:9][O:10][C:6]=2[CH:5]=1)([O-])=[O:2].[N:14]#[C:15][NH2:16].[CH]Cl.[OH-].[Na+]. Product: [N+:1]1([O-:2])[C:4]2[CH:5]=[C:6]3[O:10][CH2:9][CH2:8][C:7]3=[CH:11][C:12]=2[N:13]=[C:15]([NH2:16])[N:14]=1. The catalyst class is: 6. (2) Reactant: [OH:1][C:2]1[CH:7]=[CH:6][C:5]([N:8]2[CH:13]=[CH:12][C:11]([C:14]3[CH:19]=[CH:18][C:17]([C:20]([F:23])([F:22])[F:21])=[CH:16][CH:15]=3)=[CH:10][C:9]2=[O:24])=[CH:4][C:3]=1[O:25][CH3:26].[F-].[Cs+].[N+](C1C=C(S(O[CH2:42][C@H:43]2[CH2:45][O:44]2)(=O)=O)C=CC=1)([O-])=O. Product: [CH3:26][O:25][C:3]1[CH:4]=[C:5]([N:8]2[CH:13]=[CH:12][C:11]([C:14]3[CH:19]=[CH:18][C:17]([C:20]([F:21])([F:22])[F:23])=[CH:16][CH:15]=3)=[CH:10][C:9]2=[O:24])[CH:6]=[CH:7][C:2]=1[O:1][CH2:42][C@H:43]1[CH2:45][O:44]1. The catalyst class is: 85.